Dataset: Cav3 T-type calcium channel HTS with 100,875 compounds. Task: Binary Classification. Given a drug SMILES string, predict its activity (active/inactive) in a high-throughput screening assay against a specified biological target. (1) The compound is O=C(N1CCCC1)c1cc2c(oc1=O)cccc2. The result is 0 (inactive). (2) The molecule is S(=O)(=O)(Nc1nc(OC)nc(OC)c1)c1ccc(N\C=C(\c2oc3c(n2)cccc3)C#N)cc1. The result is 0 (inactive). (3) The drug is O=C1N(C(C(OC)=O)C(OC)=O)C(=O)CC1. The result is 0 (inactive). (4) The drug is S(=O)(=O)(N(CC(=O)Nc1ncc(cc1)C)c1ccc(cc1)C)c1c(n(nc1C)C)C. The result is 0 (inactive). (5) The drug is O1N2C3(CC1CC2c1ccccc1)CCCC3. The result is 0 (inactive). (6) The molecule is O1c2cc(CNC(=O)c3n(nc(c3)C)c3ccccc3)ccc2OC1. The result is 0 (inactive). (7) The compound is N=1C(C=C(NC1NC#N)C)(C)C. The result is 0 (inactive). (8) The compound is Fc1ccc(C2N(C(=O)CCC2C(=O)N2CCC(CC2)C(=O)N)c2ccc(OC)cc2)cc1. The result is 0 (inactive). (9) The compound is o1c2c(c(c(c1=O)C)C)ccc(OCC(OCC=C)=O)c2. The result is 0 (inactive).